Dataset: Catalyst prediction with 721,799 reactions and 888 catalyst types from USPTO. Task: Predict which catalyst facilitates the given reaction. (1) Reactant: [CH3:1][C:2]([O-])(C)C.[K+].[C:7]1([CH2:13][O:14][CH2:15][CH:16]2[CH2:21][CH:20]([S:22]([C:25]3[CH:30]=[CH:29][CH:28]=[C:27]([C:31]([F:34])([F:33])[F:32])[CH:26]=3)(=[O:24])=[O:23])[CH2:19][CH2:18][O:17]2)[CH:12]=[CH:11][CH:10]=[CH:9][CH:8]=1.C(I)C.O. Product: [CH2:1]([C:20]1([S:22]([C:25]2[CH:30]=[CH:29][CH:28]=[C:27]([C:31]([F:33])([F:34])[F:32])[CH:26]=2)(=[O:23])=[O:24])[CH2:19][CH2:18][O:17][CH:16]([CH2:15][O:14][CH2:13][C:7]2[CH:12]=[CH:11][CH:10]=[CH:9][CH:8]=2)[CH2:21]1)[CH3:2]. The catalyst class is: 1. (2) Reactant: [CH2:1]([O:3][C:4](=[O:23])[C:5]1[CH:10]=[CH:9][C:8]([N:11]2[C:19]3[C:14](=[CH:15][C:16](N)=[CH:17][CH:18]=3)[C:13]([C:21]#[N:22])=[CH:12]2)=[CH:7][CH:6]=1)[CH3:2].[CH3:24][S:25](Cl)(=[O:27])=[O:26].[N:29]1C=CC=CC=1.Cl. Product: [CH2:1]([O:3][C:4](=[O:23])[C:5]1[CH:6]=[CH:7][C:8]([N:11]2[C:19]3[C:14](=[CH:15][CH:16]=[C:17]([NH:29][S:25]([CH3:24])(=[O:27])=[O:26])[CH:18]=3)[C:13]([C:21]#[N:22])=[CH:12]2)=[CH:9][CH:10]=1)[CH3:2]. The catalyst class is: 4. (3) Reactant: C(OC(=O)[NH:7][C:8]1([C:12]2[CH:17]=[CH:16][C:15]([C:18]3[N:19]=[C:20]4[CH:25]=[CH:24][CH:23]=[CH:22][N:21]4[C:26]=3[C:27]3[CH:32]=[CH:31][CH:30]=[CH:29][CH:28]=3)=[CH:14][CH:13]=2)[CH2:11][CH2:10][CH2:9]1)(C)(C)C.Cl.O1CCOCC1. Product: [C:27]1([C:26]2[N:21]3[CH:22]=[CH:23][CH:24]=[CH:25][C:20]3=[N:19][C:18]=2[C:15]2[CH:14]=[CH:13][C:12]([C:8]3([NH2:7])[CH2:11][CH2:10][CH2:9]3)=[CH:17][CH:16]=2)[CH:28]=[CH:29][CH:30]=[CH:31][CH:32]=1. The catalyst class is: 100. (4) Reactant: [Cl:1][C:2]1[C:11]2[C:6](=[CH:7][CH:8]=[CH:9][CH:10]=2)[N:5]=[CH:4][CH:3]=1.C([N-]C(C)C)(C)C.[Li+].[CH:20](=[O:22])[CH3:21]. Product: [Cl:1][C:2]1[C:11]2[C:6](=[CH:7][CH:8]=[CH:9][CH:10]=2)[N:5]=[CH:4][C:3]=1[CH:20]([OH:22])[CH3:21]. The catalyst class is: 1. (5) Reactant: [Cl:1][C:2]1[CH:3]=[C:4]([CH:8]=[C:9]([CH2:11][OH:12])[CH:10]=1)[C:5]([NH2:7])=O. The catalyst class is: 1. Product: [Cl:1][C:2]1[CH:3]=[C:4]([CH:8]=[C:9]([CH2:11][OH:12])[CH:10]=1)[CH2:5][NH2:7]. (6) Reactant: [CH3:1][O:2][C:3]1[CH:4]=[C:5]([CH:8]=[CH:9][C:10]=1[O:11][CH3:12])[CH:6]=O.C(O)(=O)[CH2:14][C:15]([OH:17])=[O:16].N1CCCCC1. Product: [CH3:1][O:2][C:3]1[CH:4]=[C:5]([CH:6]=[CH:14][C:15]([OH:17])=[O:16])[CH:8]=[CH:9][C:10]=1[O:11][CH3:12]. The catalyst class is: 17.